This data is from Forward reaction prediction with 1.9M reactions from USPTO patents (1976-2016). The task is: Predict the product of the given reaction. (1) Given the reactants [CH3:1][CH:2]1[NH:7][CH2:6][C:5]2[S:8][C:9]([C:11]([O-:13])=O)=[N:10][C:4]=2[CH2:3]1.[Li+].Cl.[Cl:16][C:17]1[CH:18]=[C:19]2[C:24](=[CH:25][CH:26]=1)[CH:23]=[C:22]([S:27]([N:30]1[CH2:35][CH2:34][NH:33][CH:32]([CH2:36][C:37]([N:39]3[CH2:44][CH2:43][CH2:42][CH2:41][CH2:40]3)=[O:38])[CH2:31]1)(=[O:29])=[O:28])[CH:21]=[CH:20]2, predict the reaction product. The product is: [ClH:16].[Cl:16][C:17]1[CH:18]=[C:19]2[C:24](=[CH:25][CH:26]=1)[CH:23]=[C:22]([S:27]([N:30]1[CH2:35][CH2:34][N:33]([C:11]([C:9]3[S:8][C:5]4[CH2:6][NH:7][CH:2]([CH3:1])[CH2:3][C:4]=4[N:10]=3)=[O:13])[CH:32]([CH2:36][C:37]([N:39]3[CH2:40][CH2:41][CH2:42][CH2:43][CH2:44]3)=[O:38])[CH2:31]1)(=[O:29])=[O:28])[CH:21]=[CH:20]2. (2) Given the reactants [CH3:1][NH:2][C:3](=[O:6])[CH:4]=[CH2:5].[CH:7]([NH2:10])([CH3:9])[CH3:8], predict the reaction product. The product is: [CH3:1][NH:2][C:3](=[O:6])[CH2:4][CH2:5][NH:10][CH:7]([CH3:9])[CH3:8]. (3) Given the reactants [Cl:1][C:2]1[N:10]=[C:9]([Cl:11])[CH:8]=[CH:7][C:3]=1[C:4](Cl)=[O:5].[NH2:12][C:13]12[CH2:22][CH:17]3[CH2:18][CH:19]([CH2:21][CH:15]([CH2:16]3)[CH2:14]1)[CH2:20]2.C(N(C(C)C)C(C)C)C, predict the reaction product. The product is: [C:13]12([NH:12][C:4](=[O:5])[C:3]3[CH:7]=[CH:8][C:9]([Cl:11])=[N:10][C:2]=3[Cl:1])[CH2:20][CH:19]3[CH2:18][CH:17]([CH2:16][CH:15]([CH2:21]3)[CH2:14]1)[CH2:22]2. (4) Given the reactants Cl.[Br:2][C:3]1[C:4]([C@@H:9]([NH2:23])[C@H:10]([C:15]2[CH:20]=[CH:19][CH:18]=[C:17]([F:21])[C:16]=2[F:22])[CH2:11][CH2:12][CH:13]=[CH2:14])=[N:5][CH:6]=[CH:7][N:8]=1.[C:24]([O:28][C:29](OC([O-])=O)=[O:30])([CH3:27])([CH3:26])[CH3:25].C(N(CC)CC)C, predict the reaction product. The product is: [Br:2][C:3]1[C:4]([C@@H:9]([NH:23][C:29](=[O:30])[O:28][C:24]([CH3:27])([CH3:26])[CH3:25])[C@H:10]([C:15]2[CH:20]=[CH:19][CH:18]=[C:17]([F:21])[C:16]=2[F:22])[CH2:11][CH2:12][CH:13]=[CH2:14])=[N:5][CH:6]=[CH:7][N:8]=1. (5) Given the reactants [Cl:1][C:2]1[CH:3]=[C:4]([C:12]2[S:16][C:15]([N:17]3[CH:26]=[C:25]4[C:19]([CH2:20][CH2:21][N:22]([CH2:27][CH2:28][CH2:29][C:30]([O:32]C)=[O:31])[CH2:23][CH2:24]4)=[N:18]3)=[N:14][N:13]=2)[CH:5]=[CH:6][C:7]=1[O:8][CH:9]([CH3:11])[CH3:10].[Li+:34].[OH-], predict the reaction product. The product is: [Li+:34].[Li+:34].[Cl:1][C:2]1[CH:3]=[C:4]([C:12]2[S:16][C:15]([N:17]3[CH:26]=[C:25]4[C:19]([CH2:20][CH2:21][N:22]([CH2:27][CH2:28][CH2:29][C:30]([O-:32])=[O:31])[CH2:23][CH2:24]4)=[N:18]3)=[N:14][N:13]=2)[CH:5]=[CH:6][C:7]=1[O:8][CH:9]([CH3:11])[CH3:10].[Cl:1][C:2]1[CH:3]=[C:4]([C:12]2[S:16][C:15]([N:17]3[CH:26]=[C:25]4[C:19]([CH2:20][CH2:21][N:22]([CH2:27][CH2:28][CH2:29][C:30]([O-:32])=[O:31])[CH2:23][CH2:24]4)=[N:18]3)=[N:14][N:13]=2)[CH:5]=[CH:6][C:7]=1[O:8][CH:9]([CH3:11])[CH3:10]. (6) Given the reactants [CH3:1][S:2]([C:5]1[N:10]=[N:9][C:8]([N:11]2[CH2:14][C:13]3([CH2:19][CH2:18][NH:17][CH2:16][CH2:15]3)[CH2:12]2)=[CH:7][CH:6]=1)(=[O:4])=[O:3].[CH3:20][C:21]1[C:29]([C@@H:30]2[CH2:32][O:31]2)=[CH:28][CH:27]=[C:26]2[C:22]=1[CH2:23][O:24][C:25]2=[O:33], predict the reaction product. The product is: [OH:31][C@H:30]([C:29]1[C:21]([CH3:20])=[C:22]2[C:26](=[CH:27][CH:28]=1)[C:25](=[O:33])[O:24][CH2:23]2)[CH2:32][N:17]1[CH2:18][CH2:19][C:13]2([CH2:12][N:11]([C:8]3[N:9]=[N:10][C:5]([S:2]([CH3:1])(=[O:3])=[O:4])=[CH:6][CH:7]=3)[CH2:14]2)[CH2:15][CH2:16]1.